Task: Predict the reaction yield, written as a fraction of the theoretical maximum amount of product (1.0 means a 100% yield; for example, 0.34 means a 34% yield).. Dataset: Reaction yield outcomes from USPTO patents with 853,638 reactions (1) The reactants are [C:1]([O:5][C:6](=[O:18])[NH:7][C@H:8]1[CH2:14][CH2:13][C@@H:12]([OH:15])[CH2:11][N:10]([CH3:16])[C:9]1=[O:17])([CH3:4])([CH3:3])[CH3:2].[N:19]([CH2:22][CH2:23][CH2:24][CH2:25][CH2:26][CH2:27]OS(C(F)(F)F)(=O)=O)=[N+:20]=[N-:21].C([O-])(O)=O.[Na+]. The catalyst is C1COCC1. The product is [C:1]([O:5][C:6](=[O:18])[NH:7][C@H:8]1[CH2:14][CH2:13][C@@H:12]([O:15][CH2:27][CH2:26][CH2:25][CH2:24][CH2:23][CH2:22][N:19]=[N+:20]=[N-:21])[CH2:11][N:10]([CH3:16])[C:9]1=[O:17])([CH3:4])([CH3:2])[CH3:3]. The yield is 0.320. (2) The reactants are C=O.[OH-].[Na+].[CH3:5][O:6]CCOC.[CH3:11][C:12]1[C:17]([CH:18]([C:28]2[C:33]([F:34])=[CH:32][CH:31]=[C:30]([F:35])[C:29]=2[F:36])[S:19]([CH2:22][CH2:23][C:24]([F:27])([F:26])[F:25])(=[O:21])=[O:20])=[CH:16][N:15]=[C:14]([C:37]([NH2:39])=[O:38])[CH:13]=1. The catalyst is O. The product is [OH:6][CH2:5][NH:39][C:37]([C:14]1[CH:13]=[C:12]([CH3:11])[C:17]([CH:18]([C:28]2[C:33]([F:34])=[CH:32][CH:31]=[C:30]([F:35])[C:29]=2[F:36])[S:19]([CH2:22][CH2:23][C:24]([F:27])([F:25])[F:26])(=[O:20])=[O:21])=[CH:16][N:15]=1)=[O:38]. The yield is 0.650. (3) The reactants are [Br:1][C:2]1[N:3]([CH2:10][CH:11]([O:21][CH:22]2[CH2:27][CH2:26][CH2:25][CH2:24][O:23]2)[CH2:12][O:13][Si](C(C)(C)C)(C)C)[CH:4]=[C:5]([N+:7]([O-:9])=[O:8])[N:6]=1.O1CCCC1.[F-].C([N+](CCCC)(CCCC)CCCC)CCC. The yield is 0.890. The catalyst is O1CCCC1. The product is [Br:1][C:2]1[N:3]([CH2:10][CH:11]([O:21][CH:22]2[CH2:27][CH2:26][CH2:25][CH2:24][O:23]2)[CH2:12][OH:13])[CH:4]=[C:5]([N+:7]([O-:9])=[O:8])[N:6]=1. (4) The reactants are [Br:1][C:2]1[CH:3]=[C:4]([NH2:9])[C:5]([CH3:8])=[N:6][CH:7]=1.C(N(CC)CC)C.[CH3:17][S:18](Cl)(=[O:20])=[O:19]. The catalyst is ClCCl. The product is [Br:1][C:2]1[CH:3]=[C:4]([NH:9][S:18]([CH3:17])(=[O:20])=[O:19])[C:5]([CH3:8])=[N:6][CH:7]=1. The yield is 0.541. (5) The reactants are [NH:1]1[CH:5]=[C:4]([C:6]2[C:7]3[CH:14]=[CH:13][N:12]([CH2:15][O:16][CH2:17][CH2:18][Si:19]([CH3:22])([CH3:21])[CH3:20])[C:8]=3[N:9]=[CH:10][N:11]=2)[CH:3]=[N:2]1.[C:23]([CH:25]=[C:26]1[CH2:29][N:28]([C@H:30]2[CH2:35][CH2:34][N:33](C(OC(C)(C)C)=O)[CH2:32][C@H:31]2[O:43][CH3:44])[CH2:27]1)#[N:24].N12CCCN=C1CCCCC2.Cl. The catalyst is C(#N)C.C1COCC1.O1CCOCC1. The product is [CH3:44][O:43][CH:31]1[CH:30]([N:28]2[CH2:29][C:26]([CH2:25][C:23]#[N:24])([N:1]3[CH:5]=[C:4]([C:6]4[C:7]5[CH:14]=[CH:13][N:12]([CH2:15][O:16][CH2:17][CH2:18][Si:19]([CH3:22])([CH3:21])[CH3:20])[C:8]=5[N:9]=[CH:10][N:11]=4)[CH:3]=[N:2]3)[CH2:27]2)[CH2:35][CH2:34][NH:33][CH2:32]1. The yield is 0.860. (6) The reactants are [CH2:1]([O:3][C:4]1[C:5]([O:19][CH2:20][C:21]2[CH:26]=[CH:25][C:24]([O:27][CH3:28])=[CH:23][CH:22]=2)=[N:6][CH:7]=[C:8](B2OC(C)(C)C(C)(C)O2)[CH:9]=1)[CH3:2].Br[C:30]1[CH:35]=[CH:34][C:33]([CH2:36][C:37]([NH:39][C:40]2[CH:44]=[C:43]([C:45]([CH3:51])([CH3:50])[C:46]([F:49])([F:48])[F:47])[O:42][N:41]=2)=[O:38])=[C:32]([F:52])[CH:31]=1.C([O-])([O-])=O.[Cs+].[Cs+]. The catalyst is O.O1CCOCC1.C1C=CC(P(C2C=CC=CC=2)[C-]2C=CC=C2)=CC=1.C1C=CC(P(C2C=CC=CC=2)[C-]2C=CC=C2)=CC=1.Cl[Pd]Cl.[Fe+2]. The product is [CH2:1]([O:3][C:4]1[CH:9]=[C:8]([C:30]2[CH:35]=[CH:34][C:33]([CH2:36][C:37]([NH:39][C:40]3[CH:44]=[C:43]([C:45]([CH3:50])([CH3:51])[C:46]([F:49])([F:48])[F:47])[O:42][N:41]=3)=[O:38])=[C:32]([F:52])[CH:31]=2)[CH:7]=[N:6][C:5]=1[O:19][CH2:20][C:21]1[CH:22]=[CH:23][C:24]([O:27][CH3:28])=[CH:25][CH:26]=1)[CH3:2]. The yield is 0.199. (7) The reactants are [NH2:1][C:2](=[N:8][C:9]1[CH:14]=[CH:13][C:12]([N:15]2[CH2:20][CH2:19][N:18]([C:21]([NH:23][CH2:24][CH2:25][CH2:26][CH2:27][CH:28]3[CH2:32][CH2:31][S:30][S:29]3)=[O:22])[CH2:17][CH2:16]2)=[C:11]([CH3:33])[CH:10]=1)[C:3]1[S:4][CH:5]=[CH:6][CH:7]=1.FC1C=CC([N+]([O-])=O)=CC=1C#[N:38]. No catalyst specified. The product is [NH2:1][C:2](=[N:8][C:9]1[CH:14]=[CH:13][C:12]([N:15]2[CH2:16][CH2:17][N:18]([C:21]([NH:23][CH2:24][CH2:25][CH2:26][CH2:27][CH:28]3[CH2:32][CH2:31][S:30][S:29]3)=[O:22])[CH2:19][CH2:20]2)=[C:11]([C:33]#[N:38])[CH:10]=1)[C:3]1[S:4][CH:5]=[CH:6][CH:7]=1. The yield is 0.120.